Task: Predict which catalyst facilitates the given reaction.. Dataset: Catalyst prediction with 721,799 reactions and 888 catalyst types from USPTO (1) Reactant: F[C:2]1[CH:7]=[CH:6][C:5]([N+:8]([O-:10])=[O:9])=[CH:4][C:3]=1[O:11][CH3:12].[OH:13][C:14]1[CH:19]=[CH:18][CH:17]=[CH:16][N:15]=1.C(=O)([O-])[O-].[Cs+].[Cs+]. Product: [CH3:12][O:11][C:3]1[CH:4]=[C:5]([N+:8]([O-:10])=[O:9])[CH:6]=[CH:7][C:2]=1[N:15]1[CH:16]=[CH:17][CH:18]=[CH:19][C:14]1=[O:13]. The catalyst class is: 3. (2) Reactant: CO[C:3](=O)[NH:4][C:5]1[CH:24]=[CH:23][C:8]2[N:9]([CH2:16][CH:17]3[CH2:22][CH2:21][O:20][CH2:19][CH2:18]3)[C:10]([C:12]([CH3:15])([CH3:14])[CH3:13])=[N:11][C:7]=2[CH:6]=1.Cl.CCOCC.[H-].[H-].[H-].[H-].[Li+].[Al+3]. Product: [C:12]([C:10]1[N:9]([CH2:16][CH:17]2[CH2:22][CH2:21][O:20][CH2:19][CH2:18]2)[C:8]2[CH:23]=[CH:24][C:5]([NH:4][CH3:3])=[CH:6][C:7]=2[N:11]=1)([CH3:15])([CH3:13])[CH3:14]. The catalyst class is: 1. (3) Product: [O:28]([CH2:27][CH2:26][O:1][C:2]1[CH:3]=[CH:4][C:5]([C:8]2[N:9]=[C:10]3[CH:15]=[CH:14][C:13]([I:16])=[CH:12][N:11]3[C:17]=2[CH3:18])=[CH:6][CH:7]=1)[Si:29]([C:42]([CH3:44])([CH3:43])[CH3:45])([C:36]1[CH:37]=[CH:38][CH:39]=[CH:40][CH:41]=1)[C:30]1[CH:35]=[CH:34][CH:33]=[CH:32][CH:31]=1. The catalyst class is: 9. Reactant: [OH:1][C:2]1[CH:7]=[CH:6][C:5]([C:8]2[N:9]=[C:10]3[CH:15]=[CH:14][C:13]([I:16])=[CH:12][N:11]3[C:17]=2[CH3:18])=[CH:4][CH:3]=1.C(=O)([O-])[O-].[K+].[K+].Br[CH2:26][CH2:27][O:28][Si:29]([C:42]([CH3:45])([CH3:44])[CH3:43])([C:36]1[CH:41]=[CH:40][CH:39]=[CH:38][CH:37]=1)[C:30]1[CH:35]=[CH:34][CH:33]=[CH:32][CH:31]=1.[Cl-].[NH4+].